Dataset: Experimentally validated miRNA-target interactions with 360,000+ pairs, plus equal number of negative samples. Task: Binary Classification. Given a miRNA mature sequence and a target amino acid sequence, predict their likelihood of interaction. (1) The miRNA is mmu-miR-297b-3p with sequence UAUACAUACACACAUACCCAUA. The protein sequence of the target gene is MSSDVPLLNDYKQDFLLKRFPQTVLGGPRLKLGYCAPPYIYVNQIVLFLMPWALGGTGTLLYQLDILRDYTAAALSGGLMVFTAAVIQLISVYARSKPVVVRRMRTRDILAEEDQHEFTSCAGAETVKFLIPGKKYVANTVFHSVLAGLVCGLGTWYLLPNRVTLLYGSPGATAVLFVFGWITLCIGEYSLIVNTATETATFQTQDTYEITPLMRPLYIFFFVSVDLAHRFIVNIPALEQMNQILHILFVLLPFLWALGTLPPPDALLFWAVEQVLEFGLGGSSMSTHLRLLVMFIVSAG.... Result: 1 (interaction). (2) The miRNA is hsa-miR-1287-3p with sequence CUCUAGCCACAGAUGCAGUGAU. The protein sequence of the target gene is MYAAGSRGHSPAFLQPQNGNGHRSPGYVPGKVVPLRPAPPPKNHASAKLTSRSQDAPATFAFSPEEQRTPSESRKRKRHKNTFICFAITSFSFFVALAVILGISSKYAPDENCPDQNPRLRNWDPGQDSAKHIVIKEGDLFRLTSDATVDSIVIQDGGLLVFGDDKDGSKNITLRTRYILIQDGGALHIGAEKCRYRSKATITLYGKSDERESMPIFGKKFIGVEAGGTLELHGAQRTSWTMLARTLHSSGLPFGSYAFEKDFSRGLNVRVIDQDTARVLENEKFDTHEYHNESRRLQEF.... Result: 0 (no interaction). (3) The miRNA is hsa-miR-7113-5p with sequence UCCAGGGAGACAGUGUGUGAG. The protein sequence of the target gene is MTQGPGGRAPPAPPAPPEPEAPTTFCALLPRMPQWKFAAPGGFLGRGPAAARAAGASGGADPQPEPAGPGGVPALAAAVLGACEPRCAAPCPLPALSRCRGAGSRGSRGGRGAAGSGDAAAAAEWIRKGSFIHKPAHGWLHPDARVLGPGVSYVVRYMGCIEVLRSMRSLDFNTRTQVTREAINRLHEAVPGVRGSWKKKAPNKALASVLGKSNLRFAGMSISIHISTDGLSLSVPATRQVIANHHMPSISFASGGDTDMTDYVAYVAKDPINQRACHILECCEGLAQSIISTVGQAFEL.... Result: 0 (no interaction). (4) The miRNA is mmu-miR-24-2-5p with sequence GUGCCUACUGAGCUGAAACAGU. The protein sequence of the target gene is MRCCHICKLPGRVMGIRVLRLSLVVILVLLLVAGALTALLPSVKEDKMLMLRREIKSQGKSTMDSFTLIMQTYNRTDLLLKLLNHYQAVPNLHKVIVVWNNIGEKAPDELWNSLGPHPIPVIFKQQTANRMRNRLQVFPELETNAVLMVDDDTLISTPDLVFAFSVWQQFPDQIVGFVPRKHVSTSSGIYSYGSFEMQAPGSGNGDQYSMVLIGASFFNSKYLELFQRQPAAVHALIDDTQNCDDIAMNFIIAKHIGKTSGIFVKPVNMDNLEKETNSGYSGMWHRAEHALQRSYCINKL.... Result: 0 (no interaction). (5) The miRNA is mmu-miR-466k with sequence UGUGUGUGUACAUGUACAUGUGA. The protein sequence of the target gene is MPMHFIFSDEAVLLFDFWRVHSPTGMALSVLVVLLLAVLYEGIKVGKAKLLHKTLESLPATNSQQFILGPDQDSTGSRSTSDNRTRLRWFLCYFGQSLVHVIQVVIGYFVMLAVMSYNTWIFLGVVLGSAVGYYLAYPLLNMT. Result: 1 (interaction). (6) The miRNA is hsa-miR-7-5p with sequence UGGAAGACUAGUGAUUUUGUUGUU. The protein sequence of the target gene is MLGTLRAMEGEDVEDDQLLQKLRASRRRFQRRMQRLIEKYNQPFEDTPVVQMATLTYETPQGLRIWGGRLIKERNEGEIQDSSMKPADRTDGSVQAAAWGPELPSHRTVLGADSKSGEVDATSDQEESVAWALAPAVPQSPLKNELRRKYLTQVDILLQGAEYFECAGNRAGRDVRVTPLPSLASPAVPAPGYCSRISRKSPGDPAKPASSPREWDPLHPSSTDMALVPRNDSLSLQETSSSSFLSSQPFEDDDICNVTISDLYAGMLHSMSRLLSTKPSSIISTKTFIMQNWNSRRRHR.... Result: 0 (no interaction). (7) Result: 1 (interaction). The protein sequence of the target gene is MELGGHWDMNSAPRLVSETAERKQEQKTGTEAEAADSGAVGARRFLLCLYLVGFLDLFGVSMVVPLLSLHVKSLGASPTVAGIVGSSYGILQLFSSTLVGCWSDVVGRRSSLLACILLSALGYLLLGAATNVFLFVLARVPAGIFKHTLSISRALLSDVVPEKERPLVIGHFNTASGVGFILGPVVGGYLTELEDGFYLTAFICFLVFILNAGLVWFFPWREAKPGSTEKGLPLRKTHVLLGRSHDTVQEAATSRRARASKKTAQPWVEVVLALRNMKNLLFSEMWDIFLVRLLMAMAVM.... The miRNA is hsa-miR-4324 with sequence CCCUGAGACCCUAACCUUAA. (8) The miRNA is hsa-miR-4778-5p with sequence AAUUCUGUAAAGGAAGAAGAGG. The protein sequence of the target gene is MGTGFARGARGTAASGPGGGFLFAWILVSFTCHLASTQGAPEDVDVLQRLGLSWTKAGGGRSPTPPGVIPFPSGFIFTQRAKLQAPTANVLPTTLGRELALVLSLCSHRVNHAFLFAIRSRKHKLQLGLQFLPGRTIIHLGPRQSVAFDLDVHDGRWHHLALELRGRTVTMVTACGQHRVPVPLPSRRDSMLDPQGSFLLGKVNPRAVQFEGALCQFSIHPVAQVAHNYCAHLRERCRQVDTYSPQVGTLFPWDSGPAFALHPEPALLGLGNLTRTPATLGARPVSRALAVTLAPAMPTK.... Result: 0 (no interaction). (9) The miRNA is hsa-miR-8089 with sequence CCUGGGGACAGGGGAUUGGGGCAG. The protein sequence of the target gene is MHVRSLRAAAPHSFVALWAPLFLLRSALADFSLDNEVHSSFIHRRLRSQERREMQREILSILGLPHRPRPHLQGKHNSAPMFMLDLYNAMAVEEGGGPGGQGFSYPYKAVFSTQGPPLASLQDSHFLTDADMVMSFVNLVEHDKEFFHPRYHHREFRFDLSKIPEGEAVTAAEFRIYKDYIRERFDNETFRISVYQVLQEHLGRESDLFLLDSRTLWASEEGWLVFDITATSNHWVVNPRHNLGLQLSVETLDGQSINPKLAGLIGRHGPQNKQPFMVAFFKATEVHFRSIRSTGSKQRS.... Result: 1 (interaction).